The task is: Predict the product of the given reaction.. This data is from Forward reaction prediction with 1.9M reactions from USPTO patents (1976-2016). (1) The product is: [CH3:16][CH:13]1[CH2:14][CH2:15][N:10]([C:8]([C:6]2[CH:5]=[CH:4][CH:3]=[C:2]([N:17]3[CH2:22][CH2:21][CH2:20][CH2:19][CH2:18]3)[N:7]=2)=[O:9])[CH2:11][CH2:12]1. Given the reactants Br[C:2]1[N:7]=[C:6]([C:8]([N:10]2[CH2:15][CH2:14][CH:13]([CH3:16])[CH2:12][CH2:11]2)=[O:9])[CH:5]=[CH:4][CH:3]=1.[NH:17]1[CH2:22][CH2:21][CH2:20][CH2:19][CH2:18]1.CC(C)([O-])C.[Na+], predict the reaction product. (2) Given the reactants [CH3:1][N:2]1[CH:7]=[CH:6][C:5](=[O:8])[N:4]([CH3:9])[C:3]1=[O:10].[N+:11]([CH2:13]S(C1C=CC(C)=CC=1)(=O)=O)#[C-:12].CC([O-])(C)C.[K+], predict the reaction product. The product is: [CH3:1][N:2]1[C:7]2=[CH:12][NH:11][CH:13]=[C:6]2[C:5](=[O:8])[N:4]([CH3:9])[C:3]1=[O:10]. (3) Given the reactants [CH3:1][O:2][CH2:3][CH:4]([OH:8])[CH2:5][O:6][CH3:7].I[CH2:10][C:11]([O-:13])=[O:12].[Na+].[H-].[Na+].O, predict the reaction product. The product is: [CH3:1][O:2][CH2:3][CH:4]([O:8][CH2:10][C:11]([OH:13])=[O:12])[CH2:5][O:6][CH3:7]. (4) Given the reactants FC(F)(F)S(O[C:7]1[CH2:12][CH2:11][CH2:10][CH2:9][C:8]=1[C:13]1[N:18]=[C:17]([C:19]([O:21][CH2:22][CH3:23])=[O:20])[CH:16]=[CH:15][CH:14]=1)(=O)=O.[Br:26][C:27]1[CH:28]=[CH:29][C:30]([O:36][CH3:37])=[C:31](B(O)O)[CH:32]=1.C(=O)([O-])[O-].[K+].[K+], predict the reaction product. The product is: [Br:26][C:27]1[CH:32]=[CH:31][C:30]([O:36][CH3:37])=[C:29]([C:7]2[CH2:12][CH2:11][CH2:10][CH2:9][C:8]=2[C:13]2[N:18]=[C:17]([C:19]([O:21][CH2:22][CH3:23])=[O:20])[CH:16]=[CH:15][CH:14]=2)[CH:28]=1. (5) Given the reactants [Br:1][C:2]1[CH:3]=[C:4]([NH2:11])[C:5]2[CH:6]=[N:7][NH:8][C:9]=2[CH:10]=1.[H-].[Na+].[CH3:14]I, predict the reaction product. The product is: [Br:1][C:2]1[CH:3]=[C:4]([NH2:11])[C:5]2[CH:6]=[N:7][N:8]([CH3:14])[C:9]=2[CH:10]=1. (6) Given the reactants [CH:1]1([C:4]2[N:8]=[C:7]([NH2:9])[S:6][N:5]=2)[CH2:3][CH2:2]1.C(=O)([O-])[O-].[K+].[K+].[C:16](Cl)(=[O:24])[O:17][C:18]1[CH:23]=[CH:22][CH:21]=[CH:20][CH:19]=1, predict the reaction product. The product is: [C:18]1([O:17][C:16](=[O:24])[NH:9][C:7]2[S:6][N:5]=[C:4]([CH:1]3[CH2:3][CH2:2]3)[N:8]=2)[CH:23]=[CH:22][CH:21]=[CH:20][CH:19]=1.